Dataset: Forward reaction prediction with 1.9M reactions from USPTO patents (1976-2016). Task: Predict the product of the given reaction. (1) Given the reactants [CH2:1]([S:8][CH2:9][C@H:10]1[CH2:19][C@@:18]23[CH2:20][CH2:21][C@:11]1([O:36][CH3:37])[C@@H:12]1[O:29][C:27]4=[C:28]5[C@@:13]12[CH2:14][CH2:15][N:16]([CH2:32][CH:33]1[CH2:35][CH2:34]1)[C@@H:17]3[CH2:22][C:23]5=[CH:24][CH:25]=[C:26]4[O:30][CH3:31])[C:2]1[CH:7]=[CH:6][CH:5]=[CH:4][CH:3]=1.ClC1C=CC=C(C(OO)=[O:46])C=1, predict the reaction product. The product is: [CH2:1]([S:8]([CH2:9][C@H:10]1[CH2:19][C@@:18]23[CH2:20][CH2:21][C@:11]1([O:36][CH3:37])[C@@H:12]1[O:29][C:27]4=[C:28]5[C@@:13]12[CH2:14][CH2:15][N:16]([CH2:32][CH:33]1[CH2:35][CH2:34]1)[C@@H:17]3[CH2:22][C:23]5=[CH:24][CH:25]=[C:26]4[O:30][CH3:31])=[O:46])[C:2]1[CH:3]=[CH:4][CH:5]=[CH:6][CH:7]=1. (2) Given the reactants [Br:1][C:2]1[CH:3]=[C:4]([NH2:9])[C:5]([NH2:8])=[N:6][CH:7]=1.[Cl:10][C:11]1[CH:12]=[C:13]([CH:16]=[CH:17][C:18]=1[OH:19])[CH:14]=O, predict the reaction product. The product is: [Br:1][C:2]1[CH:3]=[C:4]2[N:9]=[C:14]([C:13]3[CH:16]=[CH:17][C:18]([OH:19])=[C:11]([Cl:10])[CH:12]=3)[NH:8][C:5]2=[N:6][CH:7]=1. (3) Given the reactants FC(F)(F)C(O)=O.[CH3:8][C:9]1([CH3:31])[CH2:18][C:17]2[C:12](=[C:13]3[CH2:22][C:21]([CH3:24])([CH3:23])[O:20][C:14]3=[C:15]([NH2:19])[CH:16]=2)[C:11]([C:25]2[CH:30]=[CH:29][CH:28]=[CH:27][CH:26]=2)=[N:10]1.[O-:32][C:33]#[N:34].[Na+].[OH-].[Na+], predict the reaction product. The product is: [CH3:8][C:9]1([CH3:31])[CH2:18][C:17]2[C:12](=[C:13]3[CH2:22][C:21]([CH3:23])([CH3:24])[O:20][C:14]3=[C:15]([NH:19][C:33]([NH2:34])=[O:32])[CH:16]=2)[C:11]([C:25]2[CH:26]=[CH:27][CH:28]=[CH:29][CH:30]=2)=[N:10]1.